Dataset: Forward reaction prediction with 1.9M reactions from USPTO patents (1976-2016). Task: Predict the product of the given reaction. (1) The product is: [CH:27]([O:26][C:24]1[N:23]=[C:22]([N:30]2[CH2:31][CH2:32][O:33][CH2:34][CH2:35]2)[N:21]=[C:20]([C:17]2[CH:16]=[CH:15][C:14]([NH:13][C:12]([NH:11][C:9]3[CH:8]=[CH:7][C:3]([C:4]([N:41]4[CH2:42][CH2:43][N:38]([CH3:37])[CH2:39][CH2:40]4)=[O:6])=[CH:2][CH:10]=3)=[O:36])=[CH:19][CH:18]=2)[N:25]=1)([CH3:28])[CH3:29]. Given the reactants C[C:2]1[CH:10]=[C:9]([NH:11][C:12](=[O:36])[NH:13][C:14]2[CH:19]=[CH:18][C:17]([C:20]3[N:25]=[C:24]([O:26][CH:27]([CH3:29])[CH3:28])[N:23]=[C:22]([N:30]4[CH2:35][CH2:34][O:33][CH2:32][CH2:31]4)[N:21]=3)=[CH:16][CH:15]=2)[CH:8]=[CH:7][C:3]=1[C:4]([OH:6])=O.[CH3:37][N:38]1[CH2:43][CH2:42][NH:41][CH2:40][CH2:39]1, predict the reaction product. (2) Given the reactants [N:1]1([C:7]2[CH:13]=[CH:12][C:10]([NH2:11])=[CH:9][CH:8]=2)[CH2:6][CH2:5][O:4][CH2:3][CH2:2]1.P(=O)(O)(O)O.[N+]([O-])(O)=O.[N:23]([O-])=O.[Na+].[CH3:27][C:28](=[O:33])[CH2:29][C:30](=[O:32])[CH3:31].C([O-])(=O)C.[K+].C([O-])([O-])=O.[Na+].[Na+], predict the reaction product. The product is: [N:1]1([C:7]2[CH:13]=[CH:12][C:10]([NH:11][N:23]=[C:29]([C:28](=[O:33])[CH3:27])[C:30](=[O:32])[CH3:31])=[CH:9][CH:8]=2)[CH2:2][CH2:3][O:4][CH2:5][CH2:6]1. (3) Given the reactants [C:1]([O:4][CH2:5][C:6]([C:13]1[NH:14][C:15](=[O:25])[C:16]([OH:24])=[C:17]([C:19]([O:21][CH2:22][CH3:23])=[O:20])[N:18]=1)([O:9][CH2:10][CH2:11]O)[CH2:7][Cl:8])(=[O:3])[CH3:2].[CH3:26][S:27](Cl)(=[O:29])=[O:28].CCN(CC)CC, predict the reaction product. The product is: [C:1]([O:4][CH2:5][C:6]1([CH2:7][Cl:8])[C:13]2=[N:18][C:17]([C:19]([O:21][CH2:22][CH3:23])=[O:20])=[C:16]([O:24][S:27]([CH3:26])(=[O:29])=[O:28])[C:15](=[O:25])[N:14]2[CH2:11][CH2:10][O:9]1)(=[O:3])[CH3:2]. (4) Given the reactants [CH3:1][NH:2]N.Cl.C[N:6](C)[CH:7]=[CH:8][C:9]([C:11]1[CH:16]=[C:15]([NH:17][C:18](=[O:20])[CH3:19])[CH:14]=[CH:13][C:12]=1[O:21][CH3:22])=O.N.CN1C=CC=N1, predict the reaction product. The product is: [CH3:22][O:21][C:12]1[CH:13]=[CH:14][C:15]([NH:17][C:18](=[O:20])[CH3:19])=[CH:16][C:11]=1[C:9]1[N:2]([CH3:1])[N:6]=[CH:7][CH:8]=1. (5) Given the reactants [CH:1]([C:4]1[CH:8]=[C:7]([NH:9][C:10](=[O:18])OC2C=CC=CC=2)[N:6]([C:19]2[CH:24]=[CH:23][C:22]([CH3:25])=[CH:21][CH:20]=2)[N:5]=1)([CH3:3])[CH3:2].[Cl:26][C:27]1[N:32]=[C:31]([O:33][C:34]2[CH:43]=[CH:42][C:41]([NH2:44])=[C:40]3[C:35]=2[CH:36]=[CH:37][CH:38]=[N:39]3)[CH:30]=[CH:29][N:28]=1.C(N(CC)CC)C, predict the reaction product. The product is: [Cl:26][C:27]1[N:32]=[C:31]([O:33][C:34]2[CH:43]=[CH:42][C:41]([NH:44][C:10]([NH:9][C:7]3[N:6]([C:19]4[CH:20]=[CH:21][C:22]([CH3:25])=[CH:23][CH:24]=4)[N:5]=[C:4]([CH:1]([CH3:2])[CH3:3])[CH:8]=3)=[O:18])=[C:40]3[C:35]=2[CH:36]=[CH:37][CH:38]=[N:39]3)[CH:30]=[CH:29][N:28]=1. (6) Given the reactants [NH2:1][C@H:2]1[CH2:7][CH2:6][CH2:5][CH2:4][C@H:3]1[NH:8][C:9](=[O:26])[C:10]1[C:15]([C:16]([F:19])([F:18])[F:17])=[CH:14][C:13]([C:20]([F:23])([F:22])[F:21])=[CH:12][C:11]=1[O:24][CH3:25].Br[CH2:28][CH2:29][CH2:30][CH2:31][CH2:32]Br, predict the reaction product. The product is: [CH3:25][O:24][C:11]1[CH:12]=[C:13]([C:20]([F:21])([F:22])[F:23])[CH:14]=[C:15]([C:16]([F:19])([F:18])[F:17])[C:10]=1[C:9]([NH:8][C@@H:3]1[CH2:4][CH2:5][CH2:6][CH2:7][C@@H:2]1[N:1]1[CH2:32][CH2:31][CH2:30][CH2:29][CH2:28]1)=[O:26]. (7) Given the reactants [Cl:1][C:2]1[CH:3]=[C:4]2[CH:10]=[CH:9]NC2=NC=1.[CH2:11]1[N:16]2[CH2:17][N:16]3[CH2:11][N:12]([CH2:13]2)[CH2:13][N:12]1[CH2:17]3.[OH2:21], predict the reaction product. The product is: [Cl:1][C:2]1[CH:3]=[C:4]2[C:10]([CH:9]=[O:21])=[CH:17][NH:16][C:11]2=[N:12][CH:13]=1. (8) Given the reactants C(=O)([O-])[O-].[Cs+].[Cs+].[NH:7]1[C:11]2[CH:12]=[CH:13][CH:14]=[CH:15][C:10]=2[N:9]=[C:8]1[C:16]([C:18]1[CH:23]=[CH:22][C:21]([OH:24])=[CH:20][CH:19]=1)=[O:17].F[C:26]1[C:31]([CH:32]2[CH2:36][CH2:35][C:34]([C:38]([F:41])([F:40])[F:39])([OH:37])[CH2:33]2)=[CH:30][CH:29]=[CH:28][N:27]=1.CN1C(=O)CCC1, predict the reaction product. The product is: [NH:7]1[C:11]2[CH:12]=[CH:13][CH:14]=[CH:15][C:10]=2[N:9]=[C:8]1[C:16]([C:18]1[CH:23]=[CH:22][C:21]([O:24][C:26]2[C:31]([C@H:32]3[CH2:36][CH2:35][C@@:34]([OH:37])([C:38]([F:40])([F:41])[F:39])[CH2:33]3)=[CH:30][CH:29]=[CH:28][N:27]=2)=[CH:20][CH:19]=1)=[O:17].